From a dataset of Catalyst prediction with 721,799 reactions and 888 catalyst types from USPTO. Predict which catalyst facilitates the given reaction. (1) Reactant: [NH2:1][CH:2]([C:9]1[CH:14]=[CH:13][CH:12]=[CH:11][CH:10]=1)[C:3]([N:6]([CH3:8])[CH3:7])([CH3:5])[CH3:4].C(N(CC)CC)C.[CH3:22][C:23]1[CH:31]=[CH:30][CH:29]=[C:28]([CH3:32])[C:24]=1[C:25](Cl)=[O:26].C(=O)([O-])O.[Na+]. Product: [CH3:8][N:6]([CH3:7])[C:3]([CH3:5])([CH3:4])[CH:2]([NH:1][C:25](=[O:26])[C:24]1[C:28]([CH3:32])=[CH:29][CH:30]=[CH:31][C:23]=1[CH3:22])[C:9]1[CH:10]=[CH:11][CH:12]=[CH:13][CH:14]=1. The catalyst class is: 2. (2) Product: [CH3:9][C:4]1[N:3]=[C:2]2[N:1]=[C:11]([SH:12])[O:8][C:7]2=[CH:6][CH:5]=1. The catalyst class is: 8. Reactant: [NH2:1][C:2]1[C:7]([OH:8])=[CH:6][CH:5]=[C:4]([CH3:9])[N:3]=1.O(CC)[C:11]([S-])=[S:12].[K+]. (3) Reactant: [CH:1]1([C:4](=[O:7])[CH:5]=[CH2:6])[CH2:3][CH2:2]1.C(O[CH2:13][N:14]([CH2:23][Si](C)(C)C)[C@@H:15]([C:17]1[CH:22]=[CH:21][CH:20]=[CH:19][CH:18]=1)[CH3:16])CCC.FC(F)(F)C(O)=O. Product: [C:17]1([C@H:15]([N:14]2[CH2:13][CH2:6][CH:5]([C:4]([CH:1]3[CH2:3][CH2:2]3)=[O:7])[CH2:23]2)[CH3:16])[CH:18]=[CH:19][CH:20]=[CH:21][CH:22]=1. The catalyst class is: 68.